Dataset: Catalyst prediction with 721,799 reactions and 888 catalyst types from USPTO. Task: Predict which catalyst facilitates the given reaction. (1) Reactant: [Cl:1][C:2]1[CH:3]=[C:4]([CH2:21][C:22]([O:24]CC)=[O:23])[CH:5]=[CH:6][C:7]=1[NH:8][C:9]([C:11]1[C:19]2[C:14](=[CH:15][CH:16]=[CH:17][CH:18]=2)[N:13]([CH3:20])[CH:12]=1)=[O:10].[OH-].[Na+]. Product: [Cl:1][C:2]1[CH:3]=[C:4]([CH2:21][C:22]([OH:24])=[O:23])[CH:5]=[CH:6][C:7]=1[NH:8][C:9]([C:11]1[C:19]2[C:14](=[CH:15][CH:16]=[CH:17][CH:18]=2)[N:13]([CH3:20])[CH:12]=1)=[O:10]. The catalyst class is: 295. (2) Reactant: C([O:3][C:4](=O)[C:5]([N:7]([CH3:21])[C:8]1[C:17]([N+:18]([O-])=O)=[CH:16][CH:15]=[C:14]2[C:9]=1[CH2:10][CH2:11][CH2:12][NH:13]2)=[O:6])C. Product: [CH3:21][N:7]1[C:8]2[C:9]3[CH2:10][CH2:11][CH2:12][NH:13][C:14]=3[CH:15]=[CH:16][C:17]=2[NH:18][C:4](=[O:3])[C:5]1=[O:6]. The catalyst class is: 285.